The task is: Predict the reactants needed to synthesize the given product.. This data is from Full USPTO retrosynthesis dataset with 1.9M reactions from patents (1976-2016). Given the product [F:1][C:2]1[CH:30]=[CH:29][CH:28]=[CH:27][C:3]=1[CH2:4][N:5]1[C:9]2=[N:10][CH:11]=[CH:12][CH:13]=[C:8]2[C:7]([C:14]2[N:15]=[C:16]([N:35]3[CH2:36][CH2:37][O:38][CH:33]([C:32]([F:40])([F:39])[F:31])[CH2:34]3)[C:17]3[C:22]([CH3:24])([CH3:23])[C:21](=[O:25])[NH:20][C:18]=3[N:19]=2)=[N:6]1, predict the reactants needed to synthesize it. The reactants are: [F:1][C:2]1[CH:30]=[CH:29][CH:28]=[CH:27][C:3]=1[CH2:4][N:5]1[C:9]2=[N:10][CH:11]=[CH:12][CH:13]=[C:8]2[C:7]([C:14]2[N:15]=[C:16](I)[C:17]3[C:22]([CH3:24])([CH3:23])[C:21](=[O:25])[NH:20][C:18]=3[N:19]=2)=[N:6]1.[F:31][C:32]([F:40])([F:39])[CH:33]1[O:38][CH2:37][CH2:36][NH:35][CH2:34]1.C(N(CC)C(C)C)(C)C.